Dataset: Reaction yield outcomes from USPTO patents with 853,638 reactions. Task: Predict the reaction yield, written as a fraction of the theoretical maximum amount of product (1.0 means a 100% yield; for example, 0.34 means a 34% yield). (1) The reactants are [Br:1][C:2]1[CH:7]=[CH:6][C:5](F)=[C:4]([N+:9]([O-:11])=[O:10])[CH:3]=1.C([O-])([O-])=O.[K+].[K+].[CH3:18][NH2:19]. The catalyst is C(Cl)Cl.O. The product is [Br:1][C:2]1[CH:7]=[CH:6][C:5]([NH:19][CH3:18])=[C:4]([N+:9]([O-:11])=[O:10])[CH:3]=1. The yield is 0.930. (2) The reactants are Br[C:2]1[CH:3]=[C:4]([C:8]([NH:10][C@@H:11]([CH2:24][C:25]2[CH:30]=[CH:29][CH:28]=[CH:27][C:26]=2[C:31]([F:34])([F:33])[F:32])[CH2:12][N:13]2[C:21](=[O:22])[C:20]3[C:15](=[CH:16][CH:17]=[CH:18][CH:19]=3)[C:14]2=[O:23])=[O:9])[S:5][C:6]=1[Cl:7].C([O-])([O-])=O.[Na+].[Na+].[CH3:41][N:42]1[C:46](B2OC(C)(C)C(C)(C)O2)=[C:45]([CH3:56])[CH:44]=[N:43]1. The catalyst is C1COCC1.C1C=CC(P(C2C=CC=CC=2)[C-]2C=CC=C2)=CC=1.C1C=CC(P(C2C=CC=CC=2)[C-]2C=CC=C2)=CC=1.Cl[Pd]Cl.[Fe+2]. The product is [Cl:7][C:6]1[S:5][C:4]([C:8]([NH:10][C@@H:11]([CH2:24][C:25]2[CH:30]=[CH:29][CH:28]=[CH:27][C:26]=2[C:31]([F:34])([F:33])[F:32])[CH2:12][N:13]2[C:21](=[O:22])[C:20]3[C:15](=[CH:16][CH:17]=[CH:18][CH:19]=3)[C:14]2=[O:23])=[O:9])=[CH:3][C:2]=1[C:46]1[N:42]([CH3:41])[N:43]=[CH:44][C:45]=1[CH3:56]. The yield is 0.734. (3) The reactants are [O:1]=[C:2]1[C:11]([C:12]([O:14][CH2:15][CH3:16])=[O:13])=[CH:10][C:9]2[C:4](=[N:5][CH:6]=[CH:7][CH:8]=2)[NH:3]1.C(=O)([O-])[O-].[K+].[K+].[CH2:23](Br)[C:24]1[CH:29]=[CH:28][CH:27]=[CH:26][CH:25]=1.O. The product is [CH2:23]([N:3]1[C:4]2[C:9](=[CH:8][CH:7]=[CH:6][N:5]=2)[CH:10]=[C:11]([C:12]([O:14][CH2:15][CH3:16])=[O:13])[C:2]1=[O:1])[C:24]1[CH:29]=[CH:28][CH:27]=[CH:26][CH:25]=1. The catalyst is CN(C)C=O. The yield is 0.920.